Dataset: Full USPTO retrosynthesis dataset with 1.9M reactions from patents (1976-2016). Task: Predict the reactants needed to synthesize the given product. The reactants are: Br[C:2]1[CH:3]=[C:4]2[C:9]3=[C:10]([C@H:12]4[CH2:18][N:17]([C:19]([O:21][C:22]([CH3:25])([CH3:24])[CH3:23])=[O:20])[CH2:16][CH2:15][CH2:14][C@H:13]4[N:8]3[CH2:7][CH2:6][CH2:5]2)[CH:11]=1.[CH3:26][O:27][C:28]1[CH:33]=[CH:32][C:31](B(O)O)=[C:30]([C:37]([F:40])([F:39])[F:38])[CH:29]=1. Given the product [CH3:26][O:27][C:28]1[CH:33]=[CH:32][C:31]([C:2]2[CH:3]=[C:4]3[C:9]4=[C:10]([C@H:12]5[CH2:18][N:17]([C:19]([O:21][C:22]([CH3:24])([CH3:23])[CH3:25])=[O:20])[CH2:16][CH2:15][CH2:14][C@H:13]5[N:8]4[CH2:7][CH2:6][CH2:5]3)[CH:11]=2)=[C:30]([C:37]([F:38])([F:39])[F:40])[CH:29]=1, predict the reactants needed to synthesize it.